From a dataset of Reaction yield outcomes from USPTO patents with 853,638 reactions. Predict the reaction yield, written as a fraction of the theoretical maximum amount of product (1.0 means a 100% yield; for example, 0.34 means a 34% yield). (1) The reactants are [CH:1]1([S:4]([C:7]2[CH:12]=[CH:11][C:10]([CH:13]([CH2:31][CH:32]3[CH2:37][CH2:36][O:35][CH2:34][CH2:33]3)[C:14](=O)[CH2:15][CH2:16][C:17]([C:19]3[S:20][C:21]([CH2:24][O:25][CH2:26][CH2:27][O:28][CH3:29])=[CH:22][N:23]=3)=O)=[CH:9][CH:8]=2)(=[O:6])=[O:5])[CH2:3][CH2:2]1.C([O-])(=O)C.[NH4+:42].[OH-].[Na+]. The catalyst is C(O)(=O)C. The product is [CH:1]1([S:4]([C:7]2[CH:12]=[CH:11][C:10]([CH:13]([C:14]3[NH:42][C:17]([C:19]4[S:20][C:21]([CH2:24][O:25][CH2:26][CH2:27][O:28][CH3:29])=[CH:22][N:23]=4)=[CH:16][CH:15]=3)[CH2:31][CH:32]3[CH2:37][CH2:36][O:35][CH2:34][CH2:33]3)=[CH:9][CH:8]=2)(=[O:5])=[O:6])[CH2:2][CH2:3]1. The yield is 0.940. (2) The reactants are [CH3:1][C:2]1[C:10]2[C:5](=[CH:6][C:7]([N+:11]([O-])=O)=[CH:8][CH:9]=2)[N:4]([C:14]([O:16][C:17]([CH3:20])([CH3:19])[CH3:18])=[O:15])[N:3]=1.CCCCCCC. The catalyst is CCO.C(Cl)Cl.[Pd]. The product is [NH2:11][C:7]1[CH:6]=[C:5]2[C:10]([C:2]([CH3:1])=[N:3][N:4]2[C:14]([O:16][C:17]([CH3:19])([CH3:18])[CH3:20])=[O:15])=[CH:9][CH:8]=1. The yield is 0.690.